Dataset: Reaction yield outcomes from USPTO patents with 853,638 reactions. Task: Predict the reaction yield, written as a fraction of the theoretical maximum amount of product (1.0 means a 100% yield; for example, 0.34 means a 34% yield). (1) The reactants are [CH:1]1N=C[N:3]([C:6]([N:8]2C=N[CH:10]=[CH:9]2)=O)[CH:2]=1.C1CCN2C(=NCCC2)CC1.[NH2:24][C:25]1[O:29][N:28]=[C:27]([C:30]2[CH:35]=[CH:34][C:33]([F:36])=[CH:32][CH:31]=2)C=1C1N=CC=CN=1.[CH3:43][O:44][CH2:45][O:46][C:47]1[CH:52]=[CH:51][CH:50]=[CH:49][C:48]=1[CH2:53][C:54](O)=[O:55]. The catalyst is C1COCC1. The product is [F:36][C:33]1[CH:32]=[CH:31][C:30]([C:27]2[C:10]([C:9]3[CH:1]=[CH:2][N:3]=[CH:6][N:8]=3)=[C:25]([NH:24][C:54](=[O:55])[CH2:53][C:48]3[CH:49]=[CH:50][CH:51]=[CH:52][C:47]=3[O:46][CH2:45][O:44][CH3:43])[O:29][N:28]=2)=[CH:35][CH:34]=1. The yield is 0.600. (2) The reactants are [Br:1][CH2:2][C:3](Br)=[O:4].[C:6]([N:13]1[CH2:18][CH2:17][NH:16][CH2:15][CH2:14]1)([O:8][C:9]([CH3:12])([CH3:11])[CH3:10])=[O:7].C(N(CC)CC)C. The catalyst is C1COCC1.C(OCC)(=O)C.O. The product is [C:6]([N:13]1[CH2:14][CH2:15][N:16]([C:3](=[O:4])[CH2:2][Br:1])[CH2:17][CH2:18]1)([O:8][C:9]([CH3:12])([CH3:11])[CH3:10])=[O:7]. The yield is 0.930. (3) The reactants are [S:1]1[CH:5]=[CH:4][CH:3]=[CH:2]1.C([Li])CCC.[Cl:11][CH2:12][CH2:13][CH2:14][CH2:15][CH2:16][CH2:17]I. The catalyst is C1COCC1. The product is [Cl:11][CH2:12][CH2:13][CH2:14][CH2:15][CH2:16][CH2:17][C:2]1[S:1][CH:5]=[CH:4][CH:3]=1. The yield is 0.920. (4) The reactants are C(=O)([O-])[O-].[Na+].[Na+].[CH:7]1[C:19]2[CH:18]([CH2:20][O:21][C:22](Cl)=[O:23])[C:17]3[C:12](=[CH:13][CH:14]=[CH:15][CH:16]=3)[C:11]=2[CH:10]=[CH:9][CH:8]=1.[Cl:25][C@@H:26]1[CH2:30][NH:29][C@@H:28]2[C@@H:31]([OH:34])[CH2:32][O:33][C@H:27]12. The catalyst is O.O1CCOCC1. The product is [Cl:25][C@@H:26]1[CH2:30][N:29]([C:22]([O:21][CH2:20][CH:18]2[C:19]3[CH:7]=[CH:8][CH:9]=[CH:10][C:11]=3[C:16]3[C:17]2=[CH:12][CH:13]=[CH:14][CH:15]=3)=[O:23])[C@@H:28]2[C@@H:31]([OH:34])[CH2:32][O:33][C@H:27]12. The yield is 0.760. (5) The reactants are [CH:1]1([C:4]2[N:5]=[C:6]3[C:12]([C:13](O)=[O:14])=[CH:11][N:10]([CH2:16][O:17][CH2:18][CH2:19][Si:20]([CH3:23])([CH3:22])[CH3:21])[C:7]3=[N:8][CH:9]=2)[CH2:3][CH2:2]1.C(N(CC)CC)C.Cl.[NH2:32][C@@H:33]([CH3:41])[C:34]([O:36][C:37]([CH3:40])([CH3:39])[CH3:38])=[O:35].C1CN([P+](ON2N=NC3C=CC=CC2=3)(N2CCCC2)N2CCCC2)CC1.F[P-](F)(F)(F)(F)F. The catalyst is CN(C=O)C.CCOC(C)=O. The product is [CH:1]1([C:4]2[N:5]=[C:6]3[C:12]([C:13]([NH:32][C@@H:33]([CH3:41])[C:34]([O:36][C:37]([CH3:40])([CH3:39])[CH3:38])=[O:35])=[O:14])=[CH:11][N:10]([CH2:16][O:17][CH2:18][CH2:19][Si:20]([CH3:22])([CH3:23])[CH3:21])[C:7]3=[N:8][CH:9]=2)[CH2:2][CH2:3]1. The yield is 0.850. (6) The reactants are [CH2:1]([O:3][C:4](=[O:32])[CH2:5][C@H:6]([NH:20][C:21](=[O:31])[CH2:22][CH2:23][C:24](=O)[NH:25][CH2:26][CH2:27][C:28]#[N:29])[CH2:7][C:8]1[CH:13]=[CH:12][C:11]([C:14]2[CH:19]=[CH:18][CH:17]=[CH:16][CH:15]=2)=[CH:10][CH:9]=1)[CH3:2].C1C=CC(P(C2C=CC=CC=2)C2C=CC=CC=2)=CC=1.CC(OC(/N=N/C(OC(C)C)=O)=O)C.C[Si]([N:70]=[N+:71]=[N-:72])(C)C. The catalyst is C1COCC1. The product is [CH2:1]([O:3][C:4](=[O:32])[CH2:5][C@H:6]([NH:20][C:21](=[O:31])[CH2:22][CH2:23][C:24]1[N:25]([CH2:26][CH2:27][C:28]#[N:29])[N:72]=[N:71][N:70]=1)[CH2:7][C:8]1[CH:13]=[CH:12][C:11]([C:14]2[CH:15]=[CH:16][CH:17]=[CH:18][CH:19]=2)=[CH:10][CH:9]=1)[CH3:2]. The yield is 0.640. (7) The reactants are [C:1]([O:5][C:6]([NH:8][C@H:9]([C:26]([O:28][CH:29]([CH3:31])[CH3:30])=[O:27])[CH2:10][C:11]1[CH:16]=[CH:15][C:14]([B:17]2[O:21]C(C)(C)C(C)(C)[O:18]2)=[CH:13][CH:12]=1)=[O:7])([CH3:4])([CH3:3])[CH3:2].I([O-])(=O)(=O)=O.[Na+].C([O-])(=O)C.[NH4+].O. The catalyst is CC(C)=O. The product is [C:1]([O:5][C:6]([NH:8][C@H:9]([C:26]([O:28][CH:29]([CH3:31])[CH3:30])=[O:27])[CH2:10][C:11]1[CH:16]=[CH:15][C:14]([B:17]([OH:21])[OH:18])=[CH:13][CH:12]=1)=[O:7])([CH3:3])([CH3:4])[CH3:2]. The yield is 0.790.